From a dataset of Catalyst prediction with 721,799 reactions and 888 catalyst types from USPTO. Predict which catalyst facilitates the given reaction. (1) Reactant: COC(OC)CC#N.C[O-].[Na+].C(OCC)=O.[Na:17].[CH2:18]([O:20][CH:21]([O:27][CH2:28]C)[C:22](=[CH:25][OH:26])[C:23]#[N:24])[CH3:19]. Product: [CH2:18]([O:20][CH:21]([O:27][CH3:28])[C:22](=[CH:25][OH:26])[C:23]#[N:24])[CH3:19].[Na:17].[CH3:18][O:20][CH:21]([O:27][CH3:28])[C:22](=[CH:25][OH:26])[C:23]#[N:24]. The catalyst class is: 7. (2) Reactant: [NH2:1][C:2]1[CH:7]=[CH:6][C:5]([C:8]2[C:9]([NH2:18])=[N:10][C:11]([NH2:17])=[N:12][C:13]=2[CH:14]2[CH2:16][CH2:15]2)=[CH:4][CH:3]=1.[CH3:19][S:20]([C:23]1[CH:30]=[CH:29][CH:28]=[CH:27][C:24]=1C=O)(=[O:22])=[O:21].[BH3-][C:32]#N.[Na+].C(O)(=O)C. Product: [CH:14]1([C:13]2[N:12]=[C:11]([NH2:17])[N:10]=[C:9]([NH2:18])[C:8]=2[C:5]2[CH:4]=[CH:3][C:2]([NH:1][CH2:32][C:28]3[CH:27]=[CH:24][C:23]([S:20]([CH3:19])(=[O:21])=[O:22])=[CH:30][CH:29]=3)=[CH:7][CH:6]=2)[CH2:16][CH2:15]1. The catalyst class is: 5. (3) Reactant: [Br:1][C:2]1[CH:3]=[CH:4][C:5]([F:9])=[C:6]([CH:8]=1)[NH2:7].[I-].[Na+].C(=O)([O-])[O-].[K+].[K+].Cl[CH2:19][CH2:20][O:21][CH2:22][CH2:23]Cl. Product: [Br:1][C:2]1[CH:3]=[CH:4][C:5]([F:9])=[C:6]([N:7]2[CH2:23][CH2:22][O:21][CH2:20][CH2:19]2)[CH:8]=1. The catalyst class is: 9. (4) Reactant: [OH:1][C:2]1[CH:7]=[CH:6][CH:5]=[CH:4][C:3]=1[C:8]1[N:13]=[C:12]([N:14]2[C:18]([C:19]([F:25])([F:24])[C:20]([F:23])([F:22])[F:21])=[C:17]([C:26]([O:28][CH2:29][CH3:30])=[O:27])[CH:16]=[N:15]2)[CH:11]=[CH:10][CH:9]=1.C(=O)([O-])[O-].[Cs+].[Cs+].[Br:37][C:38]1[CH:45]=[CH:44][C:41]([CH2:42]Br)=[CH:40][CH:39]=1.CN(C=O)C. Product: [Br:37][C:38]1[CH:45]=[CH:44][C:41]([CH2:42][O:1][C:2]2[CH:7]=[CH:6][CH:5]=[CH:4][C:3]=2[C:8]2[N:13]=[C:12]([N:14]3[C:18]([C:19]([F:25])([F:24])[C:20]([F:23])([F:21])[F:22])=[C:17]([C:26]([O:28][CH2:29][CH3:30])=[O:27])[CH:16]=[N:15]3)[CH:11]=[CH:10][CH:9]=2)=[CH:40][CH:39]=1. The catalyst class is: 170. (5) The catalyst class is: 8. Product: [NH2:11][C:8]1[CH:9]=[C:10]2[C:5](=[CH:6][CH:7]=1)[NH:4][N:3]=[C:2]2[Cl:1]. Reactant: [Cl:1][C:2]1[C:10]2[C:5](=[CH:6][CH:7]=[C:8]([N+:11]([O-])=O)[CH:9]=2)[NH:4][N:3]=1.O.O.[Sn](Cl)Cl.C(=O)(O)[O-].[Na+]. (6) Reactant: C([O:3][C:4]([CH:6]1[CH2:11][N:10]([CH2:12][C:13]2[CH:18]=[C:17]([O:19][CH3:20])[C:16]([O:21][CH3:22])=[C:15]([O:23][CH3:24])[CH:14]=2)[CH2:9][CH2:8][N:7]1[CH2:25][CH2:26][CH2:27][CH2:28][CH2:29][CH:30]([C:38]1[CH:43]=[CH:42][C:41]([F:44])=[CH:40][CH:39]=1)[C:31]1[CH:36]=[CH:35][C:34]([F:37])=[CH:33][CH:32]=1)=[O:5])C.[Li+].[OH-]. Product: [F:44][C:41]1[CH:42]=[CH:43][C:38]([CH:30]([C:31]2[CH:32]=[CH:33][C:34]([F:37])=[CH:35][CH:36]=2)[CH2:29][CH2:28][CH2:27][CH2:26][CH2:25][N:7]2[CH2:8][CH2:9][N:10]([CH2:12][C:13]3[CH:18]=[C:17]([O:19][CH3:20])[C:16]([O:21][CH3:22])=[C:15]([O:23][CH3:24])[CH:14]=3)[CH2:11][CH:6]2[C:4]([OH:5])=[O:3])=[CH:39][CH:40]=1. The catalyst class is: 87. (7) Reactant: [CH:1]1([O:6][C:7](=[O:26])[C@@H:8]([NH2:25])[CH2:9][CH2:10][O:11][C:12]2[CH:21]=[C:20]3[C:15]([C:16]([Cl:22])=[CH:17][CH:18]=[N:19]3)=[CH:14][C:13]=2[O:23][CH3:24])[CH2:5][CH2:4][CH2:3][CH2:2]1.C([O-])([O-])=O.[K+].[K+].[CH2:33](Br)[C:34]1[CH:39]=[CH:38][CH:37]=[CH:36][CH:35]=1. Product: [CH:1]1([O:6][C:7](=[O:26])[C@@H:8]([NH:25][CH2:33][C:34]2[CH:39]=[CH:38][CH:37]=[CH:36][CH:35]=2)[CH2:9][CH2:10][O:11][C:12]2[CH:21]=[C:20]3[C:15]([C:16]([Cl:22])=[CH:17][CH:18]=[N:19]3)=[CH:14][C:13]=2[O:23][CH3:24])[CH2:5][CH2:4][CH2:3][CH2:2]1. The catalyst class is: 3.